Task: Predict the product of the given reaction.. Dataset: Forward reaction prediction with 1.9M reactions from USPTO patents (1976-2016) (1) Given the reactants P(Cl)(Cl)(Cl)=O.[CH2:6]([N:13]1[C:17]([CH3:18])=[C:16]([C:19](=O)[CH3:20])[CH:15]=[N:14]1)[C:7]1[CH:12]=[CH:11][CH:10]=[CH:9][CH:8]=1.[ClH:22].NO.[OH-].[Na+].C[N:28]([CH3:31])C=O, predict the reaction product. The product is: [CH2:6]([N:13]1[C:17]([CH3:18])=[C:16](/[C:19](/[Cl:22])=[CH:20]/[C:31]#[N:28])[CH:15]=[N:14]1)[C:7]1[CH:12]=[CH:11][CH:10]=[CH:9][CH:8]=1. (2) Given the reactants [O:1]=[C:2]([C:10]1[CH:15]=[CH:14][N:13]=[N:12][CH:11]=1)[CH2:3]P(=O)(OC)OC.C(N(CC)CC)C.[Br:23][C:24]1[CH:31]=[CH:30][C:27]([CH:28]=O)=[CH:26][CH:25]=1, predict the reaction product. The product is: [Br:23][C:24]1[CH:31]=[CH:30][C:27](/[CH:28]=[CH:3]/[C:2]([C:10]2[CH:15]=[CH:14][N:13]=[N:12][CH:11]=2)=[O:1])=[CH:26][CH:25]=1.